From a dataset of Full USPTO retrosynthesis dataset with 1.9M reactions from patents (1976-2016). Predict the reactants needed to synthesize the given product. (1) Given the product [CH3:6][NH:7][C@H:8]1[CH2:13][CH2:12][C@H:11]([O:14][C:15]2[CH:16]=[C:17]3[C:22](=[CH:23][CH:24]=2)[C:21](=[O:25])[NH:20][CH:19]=[CH:18]3)[CH2:10][CH2:9]1, predict the reactants needed to synthesize it. The reactants are: C(O[C:6](=O)[N:7](C)[C@H:8]1[CH2:13][CH2:12][C@H:11]([O:14][C:15]2[CH:16]=[C:17]3[C:22](=[CH:23][CH:24]=2)[C:21](=[O:25])[NH:20][CH:19]=[CH:18]3)[CH2:10][CH2:9]1)(C)(C)C. (2) Given the product [CH3:1][C:2]1([CH3:17])[C:10]2[C:5](=[CH:6][C:7]([N:11]3[CH2:16][CH2:15][O:14][CH2:13][CH2:12]3)=[CH:8][CH:9]=2)[N:4]([C:19]2[C:28]3[C:23](=[CH:24][C:25]([F:29])=[CH:26][CH:27]=3)[N:22]=[C:21]([C:30]3[CH:35]=[CH:34][CH:33]=[CH:32][C:31]=3[F:36])[C:20]=2[CH3:37])[CH2:3]1, predict the reactants needed to synthesize it. The reactants are: [CH3:1][C:2]1([CH3:17])[C:10]2[C:5](=[CH:6][C:7]([N:11]3[CH2:16][CH2:15][O:14][CH2:13][CH2:12]3)=[CH:8][CH:9]=2)[NH:4][CH2:3]1.Cl[C:19]1[C:28]2[C:23](=[CH:24][C:25]([F:29])=[CH:26][CH:27]=2)[N:22]=[C:21]([C:30]2[CH:35]=[CH:34][CH:33]=[CH:32][C:31]=2[F:36])[C:20]=1[CH3:37].[H-].[Na+].